This data is from Reaction yield outcomes from USPTO patents with 853,638 reactions. The task is: Predict the reaction yield, written as a fraction of the theoretical maximum amount of product (1.0 means a 100% yield; for example, 0.34 means a 34% yield). The reactants are [CH3:1][O:2][C:3](=[O:25])[C:4]1[CH:9]=[CH:8][C:7]([CH2:10][C:11]2[CH:16]=[CH:15][CH:14]=[CH:13][C:12]=2[O:17]CC2C=CC=CC=2)=[CH:6][CH:5]=1. The catalyst is CO.[OH-].[Pd+2].[OH-]. The product is [CH3:1][O:2][C:3](=[O:25])[C:4]1[CH:5]=[CH:6][C:7]([CH2:10][C:11]2[CH:16]=[CH:15][CH:14]=[CH:13][C:12]=2[OH:17])=[CH:8][CH:9]=1. The yield is 0.960.